This data is from Reaction yield outcomes from USPTO patents with 853,638 reactions. The task is: Predict the reaction yield, written as a fraction of the theoretical maximum amount of product (1.0 means a 100% yield; for example, 0.34 means a 34% yield). The reactants are [CH3:1][C:2]([C:9]1[CH:14]=[CH:13][CH:12]=[CH:11][C:10]=1[CH3:15])([CH3:8])[CH:3]([NH:6][CH3:7])[C:4]#N.[OH-:16].[Li+].[OH:18]O.S(=O)(O)[O-].[Na+]. No catalyst specified. The product is [CH3:7][NH:6][C@H:3]([C:4]([OH:18])=[O:16])[C:2]([CH3:8])([CH3:1])[C:9]1[CH:14]=[CH:13][CH:12]=[CH:11][C:10]=1[CH3:15]. The yield is 0.250.